Predict the product of the given reaction. From a dataset of Forward reaction prediction with 1.9M reactions from USPTO patents (1976-2016). (1) Given the reactants [CH3:1][CH2:2][N:3](C(C)C)C(C)C.CN(C(ON1[N:26]=[N:25][C:20]2[CH:21]=[CH:22][CH:23]=[CH:24][C:19]1=2)=[N+](C)C)C.F[P-](F)(F)(F)(F)F.[CH3:34][CH:35]1[CH:40]2[CH2:41][CH:37]([CH:38]([NH:42][C:43]3[CH:48]=[N:47][C:46]([C:49]([F:52])([F:51])[F:50])=[CH:45][N:44]=3)[CH2:39]2)[NH:36]1.CN([CH:56]=[O:57])C, predict the reaction product. The product is: [N:3]1[N:25]([C:20]2[CH:21]=[CH:22][CH:23]=[CH:24][C:19]=2[C:56]([N:36]2[CH:35]([CH3:34])[CH:40]3[CH2:41][CH:37]2[CH:38]([NH:42][C:43]2[CH:48]=[N:47][C:46]([C:49]([F:52])([F:50])[F:51])=[CH:45][N:44]=2)[CH2:39]3)=[O:57])[N:26]=[CH:1][CH:2]=1. (2) Given the reactants [N+:1]([C:4]1[CH:9]=[CH:8][C:7]([N:10]2[CH2:15][CH2:14][NH:13][CH:12]([CH2:16][OH:17])[CH2:11]2)=[CH:6][CH:5]=1)([O-:3])=[O:2].[CH2:18](Br)[C:19]1[CH:24]=[CH:23][CH:22]=[CH:21][CH:20]=1, predict the reaction product. The product is: [CH2:18]([N:13]1[CH2:14][CH2:15][N:10]([C:7]2[CH:6]=[CH:5][C:4]([N+:1]([O-:3])=[O:2])=[CH:9][CH:8]=2)[CH2:11][CH:12]1[CH2:16][OH:17])[C:19]1[CH:24]=[CH:23][CH:22]=[CH:21][CH:20]=1. (3) Given the reactants [CH3:1][C:2]([CH:4]1[C:9]([CH3:11])([CH3:10])[CH2:8][CH:7]=[CH:6][CH:5]1[CH3:12])=[O:3].CC(C)([O-])C.[Na+].C1CCCCCCCCCCC1.[CH3:31][C:32]([C@@H:34]1[C:39]([CH3:41])([CH3:40])[CH2:38][CH:37]=[CH:36][C@H:35]1[CH3:42])=[O:33], predict the reaction product. The product is: [CH3:1][C:2]([CH:4]1[C:9]([CH3:11])([CH3:10])[CH2:8][CH2:7][CH:6]=[C:5]1[CH3:12])=[O:3].[CH3:31][C:32]([C:34]1[C:39]([CH3:41])([CH3:40])[CH2:38][CH2:37][CH2:36][C:35]=1[CH3:42])=[O:33]. (4) Given the reactants C([O:8][C:9]1[CH:18]=[C:17]2[C:12]([C:13]([O:19][C:20]3[CH:21]=[CH:22][C:23]4[NH:28][CH2:27][CH2:26][O:25][C:24]=4[CH:29]=3)=[CH:14][CH:15]=[N:16]2)=[CH:11][C:10]=1[O:30][CH3:31])C1C=CC=CC=1, predict the reaction product. The product is: [O:25]1[CH2:26][CH2:27][NH:28][C:23]2[CH:22]=[CH:21][C:20]([O:19][C:13]3[C:12]4[C:17](=[CH:18][C:9]([OH:8])=[C:10]([O:30][CH3:31])[CH:11]=4)[N:16]=[CH:15][CH:14]=3)=[CH:29][C:24]1=2. (5) Given the reactants C([O:5][C:6]([C:8]1[CH:13]=[CH:12][C:11]([C:14]2[C:15]([CH3:56])([CH3:55])[C@H:16]3[C@:29]([CH3:32])([CH2:30][CH:31]=2)[C@@H:28]2[C@:19]([CH3:54])([C@@:20]4([CH3:53])[C@H:25]([CH2:26][CH2:27]2)[C@H:24]2[C@H:33]([C:36]([CH3:38])=[CH2:37])[CH2:34][CH2:35][C@:23]2([CH2:39][NH:40][S:41]([C:44]2[CH:52]=[CH:51][C:47]([C:48]([OH:50])=[O:49])=[CH:46][CH:45]=2)(=[O:43])=[O:42])[CH2:22][CH2:21]4)[CH2:18][CH2:17]3)=[CH:10][CH:9]=1)=[O:7])(C)(C)C.CO, predict the reaction product. The product is: [C:6]([C:8]1[CH:13]=[CH:12][C:11]([C:14]2[C:15]([CH3:56])([CH3:55])[C@H:16]3[C@:29]([CH3:32])([CH2:30][CH:31]=2)[C@@H:28]2[C@:19]([CH3:54])([C@@:20]4([CH3:53])[C@H:25]([CH2:26][CH2:27]2)[C@H:24]2[C@H:33]([C:36]([CH3:38])=[CH2:37])[CH2:34][CH2:35][C@:23]2([CH2:39][NH:40][S:41]([C:44]2[CH:52]=[CH:51][C:47]([C:48]([OH:50])=[O:49])=[CH:46][CH:45]=2)(=[O:42])=[O:43])[CH2:22][CH2:21]4)[CH2:18][CH2:17]3)=[CH:10][CH:9]=1)([OH:7])=[O:5]. (6) Given the reactants [Br:1][C:2]1[CH:3]=[C:4]2[C:8](=[CH:9][CH:10]=1)[NH:7][CH:6]=[CH:5]2.[H-].[Na+].[CH3:13][O:14][C:15]1[CH:20]=[CH:19][C:18]([S:21](Cl)(=[O:23])=[O:22])=[CH:17][C:16]=1[N:25]1[CH2:30][CH2:29][N:28]([C:31](=[O:36])[C:32]([Cl:35])([Cl:34])[Cl:33])[CH2:27][CH2:26]1, predict the reaction product. The product is: [Cl:35][C:32]([Cl:33])([Cl:34])[C:31]([N:28]1[CH2:29][CH2:30][N:25]([C:16]2[CH:17]=[C:18]([S:21]([N:7]3[C:8]4[C:4](=[CH:3][C:2]([Br:1])=[CH:10][CH:9]=4)[CH:5]=[CH:6]3)(=[O:22])=[O:23])[CH:19]=[CH:20][C:15]=2[O:14][CH3:13])[CH2:26][CH2:27]1)=[O:36]. (7) The product is: [C:16]([O:5][CH:3]([C:2]([CH3:9])([CH3:1])[CH:6]([O:8][C:29](=[O:25])[C:28]1[CH:13]=[CH:12][CH:11]=[CH:26][CH:27]=1)[CH3:7])[CH3:4])(=[O:23])[C:17]1[CH:22]=[CH:21][CH:20]=[CH:19][CH:18]=1. Given the reactants [CH3:1][C:2]([CH3:9])([CH:6]([OH:8])[CH3:7])[CH:3]([OH:5])[CH3:4].N1C=C[CH:13]=[CH:12][CH:11]=1.[C:16](Cl)(=[O:23])[C:17]1[CH:22]=[CH:21][CH:20]=[CH:19][CH:18]=1.[O:25]1[CH2:29][CH2:28][CH2:27][CH2:26]1, predict the reaction product. (8) Given the reactants [C:1]([C:3]1(O)[CH2:12][CH2:11][CH2:10][CH2:9][C:4]21[CH2:8][CH2:7][CH2:6][CH2:5]2)#[CH:2].O=P(Cl)(Cl)Cl, predict the reaction product. The product is: [C:1]([C:3]1[C:4]2([CH2:9][CH2:10][CH2:11][CH:12]=1)[CH2:8][CH2:7][CH2:6][CH2:5]2)#[CH:2]. (9) Given the reactants C(=O)([O-])[O-].[K+].[K+].[CH3:7][C@:8]1([CH2:30][NH2:31])[CH2:29][CH2:28][CH2:27][C:10]2([O:14][C@H:13]([C:15]3[CH:20]=[CH:19][CH:18]=[CH:17][CH:16]=3)[C@@H:12]([C:21]3[CH:26]=[CH:25][CH:24]=[CH:23][CH:22]=3)[O:11]2)[CH2:9]1.F[C:33]1[CH:34]=[C:35]([CH:38]=[CH:39][C:40]=1[N+:41]([O-:43])=[O:42])[C:36]#[N:37], predict the reaction product. The product is: [CH3:7][C@:8]1([CH2:30][NH:31][C:39]2[CH:38]=[C:35]([CH:34]=[CH:33][C:40]=2[N+:41]([O-:43])=[O:42])[C:36]#[N:37])[CH2:29][CH2:28][CH2:27][C:10]2([O:11][C@H:12]([C:21]3[CH:26]=[CH:25][CH:24]=[CH:23][CH:22]=3)[C@@H:13]([C:15]3[CH:20]=[CH:19][CH:18]=[CH:17][CH:16]=3)[O:14]2)[CH2:9]1.